This data is from Forward reaction prediction with 1.9M reactions from USPTO patents (1976-2016). The task is: Predict the product of the given reaction. (1) Given the reactants [CH2:1]([C:3]1[CH:21]=[CH:20][CH:19]=[C:18]([CH3:22])[C:4]=1[CH2:5][NH:6][C:7]1[C:12]([NH2:13])=[C:11]([NH:14][CH3:15])C=C(OC)[N:8]=1)[CH3:2].[C:23](OC)(OC)([O:25][CH3:26])[CH3:24].C(=O)(O)[O-].[Na+].[CH2:36](O)[CH3:37], predict the reaction product. The product is: [CH2:1]([C:3]1[CH:21]=[CH:20][CH:19]=[C:18]([CH3:22])[C:4]=1[CH2:5][NH:6][C:7]1[C:12]2[N:13]=[C:36]([CH3:37])[N:14]([CH3:15])[C:11]=2[CH:24]=[C:23]([O:25][CH3:26])[N:8]=1)[CH3:2]. (2) Given the reactants [F:1][C:2]1[CH:10]=[C:9]([CH3:11])[CH:8]=[CH:7][C:3]=1[C:4]([OH:6])=[O:5].[CH3:12]O, predict the reaction product. The product is: [CH3:12][O:5][C:4](=[O:6])[C:3]1[CH:7]=[CH:8][C:9]([CH3:11])=[CH:10][C:2]=1[F:1]. (3) Given the reactants BrCC1C=CC(C(OC)=O)=CC=1.N1N=C(S)NC=1.N1N=C(SCC2C=CC(C(OC)=O)=CC=2)NC=1.[N:36]1[N:37]=[C:38]([S:41]([CH2:43][C:44]2[CH:53]=[CH:52][C:47]([C:48]([O:50]C)=[O:49])=[CH:46][CH:45]=2)=[O:42])[NH:39][CH:40]=1.[N:54]1[N:55]=[C:56]([S:59]([CH2:62][C:63]2[CH:72]=[CH:71][C:66]([C:67]([O:69]C)=[O:68])=[CH:65][CH:64]=2)(=[O:61])=[O:60])[NH:57][CH:58]=1, predict the reaction product. The product is: [N:36]1[N:37]=[C:38]([S:41]([CH2:43][C:44]2[CH:53]=[CH:52][C:47]([C:48]([OH:50])=[O:49])=[CH:46][CH:45]=2)=[O:42])[NH:39][CH:40]=1.[N:54]1[N:55]=[C:56]([S:59]([CH2:62][C:63]2[CH:72]=[CH:71][C:66]([C:67]([OH:69])=[O:68])=[CH:65][CH:64]=2)(=[O:61])=[O:60])[NH:57][CH:58]=1. (4) Given the reactants C(OC([N:8]1[CH2:14][CH2:13][CH2:12][N:11]([C:15](=[O:26])[C:16]2[CH:21]=[CH:20][C:19]([C:22]([F:25])([F:24])[F:23])=[CH:18][CH:17]=2)[CH2:10][CH2:9]1)=O)(C)(C)C.[ClH:27], predict the reaction product. The product is: [ClH:27].[N:11]1([C:15]([C:16]2[CH:17]=[CH:18][C:19]([C:22]([F:24])([F:23])[F:25])=[CH:20][CH:21]=2)=[O:26])[CH2:12][CH2:13][CH2:14][NH:8][CH2:9][CH2:10]1. (5) Given the reactants [NH2:1][C:2]1[CH:7]=[C:6]([Br:8])[CH:5]=[CH:4][C:3]=1[OH:9].C([O-])(O)=O.[Na+].Cl[CH2:16][C:17](Cl)=[O:18], predict the reaction product. The product is: [Br:8][C:6]1[CH:5]=[CH:4][C:3]2[O:9][CH2:16][C:17](=[O:18])[NH:1][C:2]=2[CH:7]=1. (6) Given the reactants [ClH:1].[F:2][C:3]1[CH:12]=[C:11]([F:13])[CH:10]=[C:9]2[C:4]=1[CH2:5][CH2:6][C@H:7]([NH2:14])[CH2:8]2.C(OC(=O)[NH:21][CH2:22][CH2:23][C:24](=O)[CH2:25]O[Si](C(C)(C)C)(C)C)(C)(C)C.[S-:36][C:37]#[N:38].[K+].O.C(O)(=O)C, predict the reaction product. The product is: [ClH:1].[NH2:21][CH2:22][CH2:23][C:24]1[N:14]([C@H:7]2[CH2:6][CH2:5][C:4]3[C:9](=[CH:10][C:11]([F:13])=[CH:12][C:3]=3[F:2])[CH2:8]2)[C:37](=[S:36])[NH:38][CH:25]=1.